This data is from Catalyst prediction with 721,799 reactions and 888 catalyst types from USPTO. The task is: Predict which catalyst facilitates the given reaction. Reactant: [OH-].[Na+].CO.C([O:7][C:8](=[O:29])[CH2:9][CH2:10][C:11]1[CH:28]=[CH:27][C:14]2[N:15]([CH2:25][CH3:26])[C:16](=[O:24])[C:17]([CH3:23])([CH3:22])[C:18](=[O:21])[N:19]([CH3:20])[C:13]=2[CH:12]=1)C. The catalyst class is: 6. Product: [CH2:25]([N:15]1[C:16](=[O:24])[C:17]([CH3:23])([CH3:22])[C:18](=[O:21])[N:19]([CH3:20])[C:13]2[CH:12]=[C:11]([CH2:10][CH2:9][C:8]([OH:29])=[O:7])[CH:28]=[CH:27][C:14]1=2)[CH3:26].